Dataset: Full USPTO retrosynthesis dataset with 1.9M reactions from patents (1976-2016). Task: Predict the reactants needed to synthesize the given product. (1) Given the product [CH3:12][C:4]1[CH:3]=[C:2]([N:23]2[CH2:24][CH2:25][N:20]([CH3:19])[CH2:21][CH2:22]2)[CH:11]=[CH:10][C:5]=1[C:6]([O:8][CH3:9])=[O:7], predict the reactants needed to synthesize it. The reactants are: Br[C:2]1[CH:11]=[CH:10][C:5]([C:6]([O:8][CH3:9])=[O:7])=[C:4]([CH3:12])[CH:3]=1.C([O-])([O-])=O.[Cs+].[Cs+].[CH3:19][N:20]1[CH2:25][CH2:24][NH:23][CH2:22][CH2:21]1. (2) Given the product [CH:8]1([NH:11][C:12]2[N:17]3[N:18]=[CH:19][C:20]([CH:21]=[C:7]4[C:5](=[O:6])[NH:4][C:2](=[O:3])[NH:1]4)=[C:16]3[N:15]=[C:14]([N:23]3[CH2:28][CH2:27][N:26]([C:29]4[N:36]=[CH:35][CH:34]=[CH:33][C:30]=4[C:31]#[N:32])[CH2:25][CH2:24]3)[CH:13]=2)[CH2:9][CH2:10]1, predict the reactants needed to synthesize it. The reactants are: [NH:1]1[CH2:7][C:5](=[O:6])[NH:4][C:2]1=[O:3].[CH:8]1([NH:11][C:12]2[N:17]3[N:18]=[CH:19][C:20]([CH:21]=O)=[C:16]3[N:15]=[C:14]([N:23]3[CH2:28][CH2:27][N:26]([C:29]4[N:36]=[CH:35][CH:34]=[CH:33][C:30]=4[C:31]#[N:32])[CH2:25][CH2:24]3)[CH:13]=2)[CH2:10][CH2:9]1.N1CCCCC1. (3) The reactants are: [C:1]([C:4]1[C:12]2[C:7](=[CH:8][CH:9]=[C:10]([C:13]3[CH2:14][CH2:15][N:16]([C:19](=[O:21])[CH3:20])[CH2:17][CH:18]=3)[CH:11]=2)[N:6]([CH2:22][C:23]([O:25]C(C)(C)C)=[O:24])[CH:5]=1)(=[O:3])[CH3:2]. Given the product [C:1]([C:4]1[C:12]2[C:7](=[CH:8][CH:9]=[C:10]([C:13]3[CH2:14][CH2:15][N:16]([C:19](=[O:21])[CH3:20])[CH2:17][CH:18]=3)[CH:11]=2)[N:6]([CH2:22][C:23]([OH:25])=[O:24])[CH:5]=1)(=[O:3])[CH3:2], predict the reactants needed to synthesize it. (4) Given the product [F:1][C:2]1[CH:30]=[C:29]([F:31])[CH:28]=[CH:27][C:3]=1[O:4][C:5]1[C:6]([C:15]2[C:24]3[C:19](=[CH:20][CH:21]=[CH:22][CH:23]=3)[C:18](=[O:25])[N:17]([CH3:26])[CH:16]=2)=[N:7][C:8]([NH:37][S:34]([CH2:32][CH3:33])(=[O:36])=[O:35])=[N:9][CH:10]=1, predict the reactants needed to synthesize it. The reactants are: [F:1][C:2]1[CH:30]=[C:29]([F:31])[CH:28]=[CH:27][C:3]=1[O:4][C:5]1[C:6]([C:15]2[C:24]3[C:19](=[CH:20][CH:21]=[CH:22][CH:23]=3)[C:18](=[O:25])[N:17]([CH3:26])[CH:16]=2)=[N:7][C:8](S(C)(=O)=O)=[N:9][CH:10]=1.[CH2:32]([S:34]([NH2:37])(=[O:36])=[O:35])[CH3:33]. (5) Given the product [C:28]([C:26]1[N:27]=[C:23]([C:19]2[CH:18]=[C:17]([N:14]3[CH2:13][C@H:12]4[N:8]([CH2:9][CH2:10][CH2:11]4)[C:7]4[N:31]=[C:3]([S:2][CH3:1])[N:4]=[CH:5][C:6]=4[C:15]3=[O:16])[CH:22]=[CH:21][CH:20]=2)[O:24][CH:25]=1)#[N:30], predict the reactants needed to synthesize it. The reactants are: [CH3:1][S:2][C:3]1[N:4]=[CH:5][C:6]2[C:15](=[O:16])[N:14]([C:17]3[CH:18]=[C:19]([C:23]4[O:24][CH:25]=[C:26]([C:28]([NH2:30])=O)[N:27]=4)[CH:20]=[CH:21][CH:22]=3)[CH2:13][C@H:12]3[N:8]([CH2:9][CH2:10][CH2:11]3)[C:7]=2[N:31]=1.C1(C)C=CC(S(Cl)(=O)=O)=CC=1.C(Cl)(Cl)Cl. (6) The reactants are: [Si:1]([O:8][CH2:9][C@H:10]1[CH2:14][C@@H:13]([N:15]2[C:23](=[O:24])[C:22]3[C:17](=[CH:18][CH:19]=[CH:20][CH:21]=3)[C:16]2=[O:25])[C@H:12]([O:26][CH3:27])[C@@H:11]1[OH:28])([C:4]([CH3:7])([CH3:6])[CH3:5])([CH3:3])[CH3:2].N1C=CN=C1.[CH3:34][C:35]([Si:38](Cl)([C:45]1[CH:50]=[CH:49][CH:48]=[CH:47][CH:46]=1)[C:39]1[CH:44]=[CH:43][CH:42]=[CH:41][CH:40]=1)([CH3:37])[CH3:36]. Given the product [Si:1]([O:8][CH2:9][C@H:10]1[CH2:14][C@@H:13]([N:15]2[C:16](=[O:25])[C:17]3[C:22](=[CH:21][CH:20]=[CH:19][CH:18]=3)[C:23]2=[O:24])[C@H:12]([O:26][CH3:27])[C@@H:11]1[O:28][Si:38]([C:35]([CH3:37])([CH3:36])[CH3:34])([C:45]1[CH:46]=[CH:47][CH:48]=[CH:49][CH:50]=1)[C:39]1[CH:44]=[CH:43][CH:42]=[CH:41][CH:40]=1)([C:4]([CH3:7])([CH3:6])[CH3:5])([CH3:3])[CH3:2], predict the reactants needed to synthesize it.